Dataset: Full USPTO retrosynthesis dataset with 1.9M reactions from patents (1976-2016). Task: Predict the reactants needed to synthesize the given product. (1) Given the product [N:17]([S:13]([C:5]1[CH:4]=[CH:3][C:2]([Br:1])=[CH:7][C:6]=1[CH2:8][C:9]([O:11][CH3:12])=[O:10])(=[O:15])=[O:14])=[N+:18]=[N-:19], predict the reactants needed to synthesize it. The reactants are: [Br:1][C:2]1[CH:3]=[CH:4][C:5]([S:13](Cl)(=[O:15])=[O:14])=[C:6]([CH2:8][C:9]([O:11][CH3:12])=[O:10])[CH:7]=1.[N-:17]=[N+:18]=[N-:19].[Na+]. (2) Given the product [CH2:1]([O:3][CH:4]([O:14][CH2:15][CH3:16])[CH2:5][O:6][C:7]1[N:12]=[CH:11][C:10]([O:46][C:43]2[CH:44]=[C:45]3[C:40](=[CH:41][CH:42]=2)[N:39]=[CH:38][N:37]=[C:36]3[NH:35][C:32]2[CH:33]=[CH:34][N:30]([CH3:29])[N:31]=2)=[CH:9][N:8]=1)[CH3:2], predict the reactants needed to synthesize it. The reactants are: [CH2:1]([O:3][CH:4]([O:14][CH2:15][CH3:16])[CH2:5][O:6][C:7]1[N:12]=[CH:11][C:10](F)=[CH:9][N:8]=1)[CH3:2].CC(C)([O-])C.[K+].CN(C)C(=O)C.[CH3:29][N:30]1[CH:34]=[CH:33][C:32]([NH:35][C:36]2[C:45]3[C:40](=[CH:41][CH:42]=[C:43]([OH:46])[CH:44]=3)[N:39]=[CH:38][N:37]=2)=[N:31]1. (3) Given the product [Cl:11][C:12]1[CH:13]=[C:14]([S:19]([NH2:22])(=[O:20])=[O:21])[CH:15]=[CH:16][C:17]=1[S:10][CH2:9][CH2:8][O:7][CH2:6][CH2:5][O:4][CH3:3], predict the reactants needed to synthesize it. The reactants are: [H-].[Na+].[CH3:3][O:4][CH2:5][CH2:6][O:7][CH2:8][CH2:9][SH:10].[Cl:11][C:12]1[CH:13]=[C:14]([S:19]([NH2:22])(=[O:21])=[O:20])[CH:15]=[CH:16][C:17]=1F.O.